Dataset: Retrosynthesis with 50K atom-mapped reactions and 10 reaction types from USPTO. Task: Predict the reactants needed to synthesize the given product. (1) Given the product CCOC(=O)c1ccnn1CC, predict the reactants needed to synthesize it. The reactants are: CCO.CCn1nccc1C(=O)O. (2) The reactants are: CCCCCCCCC(=O)Cl.O=C(O)c1ccc(-c2ccc(O)cc2)cc1. Given the product CCCCCCCCC(=O)Oc1ccc(-c2ccc(C(=O)O)cc2)cc1, predict the reactants needed to synthesize it. (3) Given the product COc1ccc(COc2cc(-c3nc(C(C)C)cs3)nc(-c3nc(C(F)(F)F)cs3)n2)cc1, predict the reactants needed to synthesize it. The reactants are: CCCC[Sn](CCCC)(CCCC)c1nc(C(C)C)cs1.COc1ccc(COc2cc(Cl)nc(-c3nc(C(F)(F)F)cs3)n2)cc1. (4) Given the product CCNC(=O)Nc1cn2cc(Oc3cc(C)cc(NC(=O)c4cc(C)nn4C)c3)ccc2n1, predict the reactants needed to synthesize it. The reactants are: CCN=C=O.Cc1cc(NC(=O)c2cc(C)nn2C)cc(Oc2ccc3nc(N)cn3c2)c1. (5) The reactants are: O[C@@H]1C[C@@H]2CC3(OCCO3)[C@@H]2C1. Given the product O=C1C[C@@H]2CC3(OCCO3)[C@@H]2C1, predict the reactants needed to synthesize it. (6) The reactants are: CN1C(=O)OCc2cc(N3C[C@H](COS(C)(=O)=O)OC3=O)ccc21.[N-]=[N+]=[N-]. Given the product CN1C(=O)OCc2cc(N3C[C@H](CN=[N+]=[N-])OC3=O)ccc21, predict the reactants needed to synthesize it.